Dataset: Reaction yield outcomes from USPTO patents with 853,638 reactions. Task: Predict the reaction yield, written as a fraction of the theoretical maximum amount of product (1.0 means a 100% yield; for example, 0.34 means a 34% yield). (1) The reactants are Br[C:2]1[CH:11]=[CH:10][C:5]([C:6]([O:8][CH3:9])=[O:7])=[CH:4][C:3]=1[F:12].CC1(C)C(C)(C)OB([C:21]2[CH2:22][CH2:23][NH:24][CH2:25][CH:26]=2)O1.[C:28]([O-:31])(O)=[O:29].[Na+]. The catalyst is O1CCOCC1.CCOC(C)=O.C1C=CC([P]([Pd]([P](C2C=CC=CC=2)(C2C=CC=CC=2)C2C=CC=CC=2)([P](C2C=CC=CC=2)(C2C=CC=CC=2)C2C=CC=CC=2)[P](C2C=CC=CC=2)(C2C=CC=CC=2)C2C=CC=CC=2)(C2C=CC=CC=2)C2C=CC=CC=2)=CC=1. The product is [C:5]([O:31][C:28]([N:24]1[CH2:25][CH:26]=[C:21]([C:2]2[CH:11]=[CH:10][C:5]([C:6]([O:8][CH3:9])=[O:7])=[CH:4][C:3]=2[F:12])[CH2:22][CH2:23]1)=[O:29])([CH3:10])([CH3:6])[CH3:4]. The yield is 0.650. (2) The reactants are [H-].[Na+].[OH:3][C:4]1[C:13]2[C:8](=[CH:9][CH:10]=[CH:11][CH:12]=2)[C:7]([CH:14]=[O:15])=[CH:6][CH:5]=1.Br[CH2:17][C:18]1[CH:23]=[CH:22][CH:21]=[CH:20][C:19]=1[Cl:24].Cl. The catalyst is CN(C)C=O. The product is [Cl:24][C:19]1[CH:20]=[CH:21][CH:22]=[CH:23][C:18]=1[CH2:17][O:3][C:4]1[C:13]2[C:8](=[CH:9][CH:10]=[CH:11][CH:12]=2)[C:7]([CH:14]=[O:15])=[CH:6][CH:5]=1. The yield is 0.930. (3) The reactants are [CH2:1]([NH:8][C:9]1[N:10]=[CH:11][CH:12]=[C:13]2[CH:17]=[C:16]([CH3:18])[N:15]([CH2:19][CH2:20][O:21]CC3C=CC=CC=3)[C:14]=12)[C:2]1[CH:7]=[CH:6][CH:5]=[CH:4][CH:3]=1.C(OCC)(=O)C.Cl. The catalyst is CO.[C].[Pd]. The product is [CH2:1]([NH:8][C:9]1[N:10]=[CH:11][CH:12]=[C:13]2[CH:17]=[C:16]([CH3:18])[N:15]([CH2:19][CH2:20][OH:21])[C:14]=12)[C:2]1[CH:3]=[CH:4][CH:5]=[CH:6][CH:7]=1. The yield is 0.270. (4) The reactants are [Cl:1][C:2]1[CH:10]=[C:6]([C:7]([OH:9])=[O:8])[C:5]([OH:11])=[CH:4][CH:3]=1.Cl.CN(C)[CH2:15][CH2:16]CN=C=N.O.ON1C2C=CC=CC=2N=N1.C(O)C. The catalyst is CN(C)C=O.O. The product is [Cl:1][C:2]1[CH:10]=[C:6]([C:7]([O:9][CH2:15][CH3:16])=[O:8])[C:5]([OH:11])=[CH:4][CH:3]=1. The yield is 0.370. (5) The reactants are C(N(CC)CC)C.Cl.[Cl:9][CH2:10][CH2:11][NH:12][CH2:13][CH2:14][Cl:15].[CH3:16][S:17](Cl)(=[O:19])=[O:18].O. The catalyst is ClCCl. The product is [Cl:9][CH2:10][CH2:11][N:12]([CH2:13][CH2:14][Cl:15])[S:17]([CH3:16])(=[O:19])=[O:18]. The yield is 0.940. (6) The reactants are [N:1]([CH2:4][C:5]([NH:7][C:8]1[CH:16]=[CH:15][CH:14]=[C:13]2[C:9]=1[C:10](=[O:27])[N:11]([C:18]1([CH3:26])[CH2:23][CH2:22][C:21](=[O:24])[NH:20][C:19]1=[O:25])[C:12]2=[O:17])=[O:6])=[N+]=[N-].O.[ClH:29]. The catalyst is CO.[Pd]. The product is [ClH:29].[NH2:1][CH2:4][C:5]([NH:7][C:8]1[CH:16]=[CH:15][CH:14]=[C:13]2[C:9]=1[C:10](=[O:27])[N:11]([C:18]1([CH3:26])[CH2:23][CH2:22][C:21](=[O:24])[NH:20][C:19]1=[O:25])[C:12]2=[O:17])=[O:6]. The yield is 0.350. (7) The reactants are [F:1][C:2]([F:25])([F:24])[C:3]1[CH:8]=[CH:7][C:6]([C:9]2[S:13][C:12]([C:14]3[CH:23]=[CH:22][C:17](C(OC)=O)=[CH:16][CH:15]=3)=[N:11][N:10]=2)=[CH:5][CH:4]=1.[OH-:26].[Na+].[O:28]1[CH2:32]CCC1.Cl. The catalyst is O.CO. The product is [F:1][C:2]([F:25])([F:24])[C:3]1[CH:4]=[CH:5][C:6]([C:9]2[S:13][C:12]([C:14]3[CH:15]=[CH:16][CH:17]=[CH:22][C:23]=3[C:32]([OH:28])=[O:26])=[N:11][N:10]=2)=[CH:7][CH:8]=1. The yield is 0.830. (8) The reactants are [C:1]([C:3]1[CH:11]=[CH:10][C:6]2[N:7]=C[S:9][C:5]=2[CH:4]=1)#[N:2].O.NN. The catalyst is CCO. The product is [NH2:7][C:6]1[CH:10]=[CH:11][C:3]([C:1]#[N:2])=[CH:4][C:5]=1[SH:9]. The yield is 0.970. (9) The reactants are [NH2:1][C:2]1[CH:7]=[CH:6][CH:5]=[CH:4][CH:3]=1.[Cl:8][CH2:9][C:10]1[CH:11]=[C:12]([CH:16]=[CH:17][CH:18]=1)[C:13](Cl)=[O:14]. The catalyst is C(Cl)Cl. The product is [Cl:8][CH2:9][C:10]1[CH:11]=[C:12]([CH:16]=[CH:17][CH:18]=1)[C:13]([NH:1][C:2]1[CH:7]=[CH:6][CH:5]=[CH:4][CH:3]=1)=[O:14]. The yield is 0.860.